From a dataset of Forward reaction prediction with 1.9M reactions from USPTO patents (1976-2016). Predict the product of the given reaction. (1) Given the reactants [O:1]1[CH2:5][CH2:4][CH2:3][CH:2]1[C:6]1[S:10][C:9](N)=[N:8][N:7]=1.[BrH:12].N([O-])=O.[Na+], predict the reaction product. The product is: [Br:12][C:9]1[S:10][C:6]([CH:2]2[CH2:3][CH2:4][CH2:5][O:1]2)=[N:7][N:8]=1. (2) Given the reactants [Br:1][C:2]1[CH:7]=[C:6]([Br:8])[C:5]([CH:9]([CH3:11])[CH3:10])=[CH:4][C:3]=1[OH:12].C(N(CC)C(C)C)(C)C.[CH3:22][O:23][CH2:24]Cl.[OH-].[Na+], predict the reaction product. The product is: [Br:8][C:6]1[CH:7]=[C:2]([Br:1])[C:3]([O:12][CH2:22][O:23][CH3:24])=[CH:4][C:5]=1[CH:9]([CH3:10])[CH3:11]. (3) Given the reactants [Mg].Br[C:3]1[CH:8]=[CH:7][C:6]([Br:9])=[CH:5][CH:4]=1.BrCCBr.[CH3:14][C:15]1([CH3:22])[O:20][CH2:19][C:18](=[O:21])[CH2:17][O:16]1, predict the reaction product. The product is: [Br:9][C:6]1[CH:7]=[CH:8][C:3]([C:18]2([OH:21])[CH2:19][O:20][C:15]([CH3:22])([CH3:14])[O:16][CH2:17]2)=[CH:4][CH:5]=1. (4) Given the reactants [CH3:1][O:2][C:3]1[CH:8]=[C:7]([N+:9]([O-])=O)[CH:6]=[CH:5][C:4]=1[N:12]1[CH:16]=[C:15]([CH2:17][OH:18])[N:14]=[CH:13]1, predict the reaction product. The product is: [NH2:9][C:7]1[CH:6]=[CH:5][C:4]([N:12]2[CH:16]=[C:15]([CH2:17][OH:18])[N:14]=[CH:13]2)=[C:3]([O:2][CH3:1])[CH:8]=1. (5) Given the reactants C([O:3][C:4](=[O:18])[C:5]([F:17])([F:16])[CH2:6][NH:7][C:8]([C:10]1[S:11][C:12]([Cl:15])=[CH:13][CH:14]=1)=[O:9])C.[Li+].[OH-], predict the reaction product. The product is: [Cl:15][C:12]1[S:11][C:10]([C:8]([NH:7][CH2:6][C:5]([F:17])([F:16])[C:4]([OH:18])=[O:3])=[O:9])=[CH:14][CH:13]=1. (6) Given the reactants [C:1]([C:3]1[CH:8]=[CH:7][C:6]([O:9][C:10]2[CH:15]=[CH:14][C:13]([NH:16][C:17](=[O:22])[C:18]([CH3:21])([CH3:20])[NH2:19])=[CH:12][CH:11]=2)=[CH:5][C:4]=1[O:23][CH3:24])#[N:2].C(N(CC)CC)C.Cl[C:33]([O:36]C(=O)OC(Cl)(Cl)Cl)(Cl)Cl, predict the reaction product. The product is: [CH3:21][C:18]1([CH3:20])[C:17](=[O:22])[N:16]([C:13]2[CH:12]=[CH:11][C:10]([O:9][C:6]3[CH:7]=[CH:8][C:3]([C:1]#[N:2])=[C:4]([O:23][CH3:24])[CH:5]=3)=[CH:15][CH:14]=2)[C:33](=[O:36])[NH:19]1. (7) Given the reactants [N:1]1[CH:2]=[C:3]([C:10]([NH:12][C:13]2[CH:14]=[C:15]([CH:19]=[CH:20][C:21]=2[CH3:22])[C:16]([O-:18])=[O:17])=[O:11])[N:4]2[CH:9]=[CH:8][CH:7]=[CH:6][C:5]=12.[Li+].[OH-].O, predict the reaction product. The product is: [N:1]1[CH:2]=[C:3]([C:10]([NH:12][C:13]2[CH:14]=[C:15]([CH:19]=[CH:20][C:21]=2[CH3:22])[C:16]([OH:18])=[O:17])=[O:11])[N:4]2[CH:9]=[CH:8][CH:7]=[CH:6][C:5]=12.